Dataset: Catalyst prediction with 721,799 reactions and 888 catalyst types from USPTO. Task: Predict which catalyst facilitates the given reaction. (1) Reactant: [NH2:1][C:2](=[S:13])[CH2:3][CH2:4][NH:5]C(=O)OC(C)(C)C.[Br:14][CH2:15][C:16](=O)[CH2:17][CH3:18]. Product: [BrH:14].[CH2:17]([C:16]1[N:1]=[C:2]([CH2:3][CH2:4][NH2:5])[S:13][CH:15]=1)[CH3:18]. The catalyst class is: 8. (2) Reactant: [N:1]#[C:2]Br.[CH2:4]([C:7]1[CH:13]=[CH:12][CH:11]=[CH:10][C:8]=1[NH2:9])[CH2:5][CH3:6].O. Product: [CH2:4]([C:7]1[CH:13]=[CH:12][CH:11]=[CH:10][C:8]=1[NH:9][C:2]#[N:1])[CH2:5][CH3:6]. The catalyst class is: 28. (3) Reactant: C(OC(=O)CN1C(=O)/C(=C/C2OC(C3C=CC=C([Sn](CCCC)(CCCC)CCCC)C=3)=CC=2)/NC1=S)C.[CH:39]([C:41]1[O:45][C:44](B(O)O)=[CH:43][CH:42]=1)=[O:40].[Br:49][C:50]1[CH:51]=[C:52](I)[CH:53]=[CH:54][CH:55]=1.C(=O)([O-])[O-].[Na+].[Na+]. Product: [Br:49][C:50]1[CH:55]=[C:54]([C:44]2[O:45][C:41]([CH:39]=[O:40])=[CH:42][CH:43]=2)[CH:53]=[CH:52][CH:51]=1. The catalyst class is: 104. (4) Reactant: [N:1]1[NH:2][C:3]([C:10]([O:12]CC)=[O:11])=[C:4]2[CH2:9][O:8][CH2:7][CH2:6][C:5]=12.[OH-].[Na+]. Product: [N:1]1[NH:2][C:3]([C:10]([OH:12])=[O:11])=[C:4]2[CH2:9][O:8][CH2:7][CH2:6][C:5]=12. The catalyst class is: 5. (5) Reactant: C[O:2][C:3]([C:5]1[CH:6]=[CH:7][C:8]2[CH2:14][CH2:13][CH2:12][CH:11]([N:15]([C:34]([O:36][C:37]([CH3:40])([CH3:39])[CH3:38])=[O:35])[CH2:16][C@H:17]([O:26][Si:27]([CH2:32][CH3:33])([CH2:30][CH3:31])[CH2:28][CH3:29])[CH2:18][O:19][C:20]3[CH:25]=[CH:24][CH:23]=[CH:22][CH:21]=3)[CH2:10][C:9]=2[CH:41]=1)=O.[H-].C([Al+]CC(C)C)C(C)C.C(=O)(O)[O-].[Na+]. The catalyst class is: 188. Product: [OH:2][CH2:3][C:5]1[CH:6]=[CH:7][C:8]2[CH2:14][CH2:13][CH2:12][CH:11]([N:15]([C:34]([O:36][C:37]([CH3:38])([CH3:40])[CH3:39])=[O:35])[CH2:16][C@H:17]([O:26][Si:27]([CH2:28][CH3:29])([CH2:32][CH3:33])[CH2:30][CH3:31])[CH2:18][O:19][C:20]3[CH:25]=[CH:24][CH:23]=[CH:22][CH:21]=3)[CH2:10][C:9]=2[CH:41]=1. (6) Reactant: [NH3:1].[Si:2]([O:9][CH:10]([CH:23]=[CH2:24])[CH2:11][N:12]1[C:16]2[N:17]=[CH:18][N:19]=[C:20](Cl)[C:15]=2[C:14]([I:22])=[CH:13]1)([C:5]([CH3:8])([CH3:7])[CH3:6])([CH3:4])[CH3:3]. Product: [Si:2]([O:9][CH:10]([CH:23]=[CH2:24])[CH2:11][N:12]1[C:16]2[N:17]=[CH:18][N:19]=[C:20]([NH2:1])[C:15]=2[C:14]([I:22])=[CH:13]1)([C:5]([CH3:8])([CH3:7])[CH3:6])([CH3:4])[CH3:3]. The catalyst class is: 20.